From a dataset of Full USPTO retrosynthesis dataset with 1.9M reactions from patents (1976-2016). Predict the reactants needed to synthesize the given product. (1) Given the product [Cl:17][C:18]1[CH:23]=[CH:22][C:21]([S:24][CH2:8][C:9]2[CH:14]=[C:13]([F:15])[CH:12]=[CH:11][C:10]=2[F:16])=[CH:20][CH:19]=1, predict the reactants needed to synthesize it. The reactants are: C(=O)([O-])[O-].[K+].[K+].Br[CH2:8][C:9]1[CH:14]=[C:13]([F:15])[CH:12]=[CH:11][C:10]=1[F:16].[Cl:17][C:18]1[CH:23]=[CH:22][C:21]([SH:24])=[CH:20][CH:19]=1.[Cl-].[NH4+]. (2) Given the product [C:1]1([CH:7]2[CH2:12][NH:11][CH2:10][CH2:9][NH:8]2)[CH:2]=[CH:3][CH:4]=[CH:5][CH:6]=1, predict the reactants needed to synthesize it. The reactants are: [C:1]1([CH:7]2[CH2:12][NH:11][C:10](=O)[C:9](=O)[NH:8]2)[CH:6]=[CH:5][CH:4]=[CH:3][CH:2]=1.[H-].[H-].[H-].[H-].[Li+].[Al+3].[OH-].[K+]. (3) Given the product [N+:1]([C:4]1[CH:5]=[N:6][C:7]([C:10]2[CH:19]=[CH:18][CH:17]=[CH:16][C:11]=2[C:12]([OH:14])=[O:13])=[CH:8][CH:9]=1)([O-:3])=[O:2], predict the reactants needed to synthesize it. The reactants are: [N+:1]([C:4]1[CH:5]=[N:6][C:7]([C:10]2[CH:19]=[CH:18][CH:17]=[CH:16][C:11]=2[C:12]([O:14]C)=[O:13])=[CH:8][CH:9]=1)([O-:3])=[O:2].[OH-].[Na+].